From a dataset of NCI-60 drug combinations with 297,098 pairs across 59 cell lines. Regression. Given two drug SMILES strings and cell line genomic features, predict the synergy score measuring deviation from expected non-interaction effect. (1) Drug 1: C1C(C(OC1N2C=NC3=C(N=C(N=C32)Cl)N)CO)O. Drug 2: CC1=C(C(CCC1)(C)C)C=CC(=CC=CC(=CC(=O)O)C)C. Cell line: HL-60(TB). Synergy scores: CSS=75.5, Synergy_ZIP=-2.75, Synergy_Bliss=0.364, Synergy_Loewe=-1.69, Synergy_HSA=-0.885. (2) Drug 1: CCC1=C2CN3C(=CC4=C(C3=O)COC(=O)C4(CC)O)C2=NC5=C1C=C(C=C5)O. Drug 2: C1=NNC2=C1C(=O)NC=N2. Cell line: SR. Synergy scores: CSS=57.4, Synergy_ZIP=-1.51, Synergy_Bliss=-3.56, Synergy_Loewe=-25.1, Synergy_HSA=-3.93. (3) Drug 1: C1=NC2=C(N1)C(=S)N=C(N2)N. Drug 2: C#CCC(CC1=CN=C2C(=N1)C(=NC(=N2)N)N)C3=CC=C(C=C3)C(=O)NC(CCC(=O)O)C(=O)O. Cell line: SF-295. Synergy scores: CSS=40.9, Synergy_ZIP=4.37, Synergy_Bliss=5.46, Synergy_Loewe=6.90, Synergy_HSA=7.05. (4) Drug 1: CC1OCC2C(O1)C(C(C(O2)OC3C4COC(=O)C4C(C5=CC6=C(C=C35)OCO6)C7=CC(=C(C(=C7)OC)O)OC)O)O. Drug 2: C1=C(C(=O)NC(=O)N1)F. Cell line: SR. Synergy scores: CSS=86.0, Synergy_ZIP=-0.981, Synergy_Bliss=-1.43, Synergy_Loewe=-0.423, Synergy_HSA=1.20. (5) Drug 1: CC=C1C(=O)NC(C(=O)OC2CC(=O)NC(C(=O)NC(CSSCCC=C2)C(=O)N1)C(C)C)C(C)C. Drug 2: C1C(C(OC1N2C=NC3=C2NC=NCC3O)CO)O. Cell line: SK-OV-3. Synergy scores: CSS=42.8, Synergy_ZIP=3.20, Synergy_Bliss=1.99, Synergy_Loewe=-59.2, Synergy_HSA=-0.887.